This data is from Forward reaction prediction with 1.9M reactions from USPTO patents (1976-2016). The task is: Predict the product of the given reaction. (1) Given the reactants [Cl:1][C:2]1[CH:3]=[CH:4][C:5]2[N:11]3[CH:12]=[CH:13][CH:14]=[C:10]3[C@@H:9]([CH2:15][CH2:16][N:17]3[C:21]([CH2:22][C:23]([O:25]CC)=[O:24])=[N:20][CH:19]=[N:18]3)[O:8][C@H:7]([C:28]3[CH:33]=[CH:32][CH:31]=[C:30]([O:34][CH3:35])[C:29]=3[O:36][CH3:37])[C:6]=2[CH:38]=1.C(=O)([O-])[O-].[K+].[K+], predict the reaction product. The product is: [Cl:1][C:2]1[CH:3]=[CH:4][C:5]2[N:11]3[CH:12]=[CH:13][CH:14]=[C:10]3[C@@H:9]([CH2:15][CH2:16][N:17]3[C:21]([CH2:22][C:23]([OH:25])=[O:24])=[N:20][CH:19]=[N:18]3)[O:8][C@H:7]([C:28]3[CH:33]=[CH:32][CH:31]=[C:30]([O:34][CH3:35])[C:29]=3[O:36][CH3:37])[C:6]=2[CH:38]=1. (2) The product is: [CH2:33]([O:34][C:8]([C:7]1[O:6][C:5]2[CH:14]=[CH:15][C:16]([C:18]([CH2:21][CH3:22])=[CH:19][CH3:20])=[CH:17][C:4]=2[C:1]=1[CH3:2])=[O:13])[CH3:23]. Given the reactants [C:1]([C:4]1[CH:17]=[C:16]([C:18]([CH2:21][CH3:22])=[CH:19][CH3:20])[CH:15]=[CH:14][C:5]=1[O:6][CH2:7][C:8](=[O:13])C(C)(C)C)(=O)[CH3:2].[CH2:23]1[CH2:33]CN2C(=NCCC2)CC1.[OH2:34], predict the reaction product. (3) Given the reactants C([O:3][C:4](=[O:37])[CH2:5][O:6][C:7]1[CH:12]=[CH:11][C:10]([S:13]([N:16]2[CH2:25][C:24]([CH3:27])([CH3:26])[C:23]3[C:18](=[CH:19][C:20]([C:28]4[CH:33]=[CH:32][C:31]([F:34])=[CH:30][CH:29]=4)=[CH:21][CH:22]=3)[CH:17]2[CH3:35])(=[O:15])=[O:14])=[CH:9][C:8]=1[CH3:36])C.[OH-].[Na+], predict the reaction product. The product is: [CH3:36][C:8]1[CH:9]=[C:10]([S:13]([N:16]2[CH2:25][C:24]([CH3:27])([CH3:26])[C:23]3[C:18](=[CH:19][C:20]([C:28]4[CH:33]=[CH:32][C:31]([F:34])=[CH:30][CH:29]=4)=[CH:21][CH:22]=3)[CH:17]2[CH3:35])(=[O:15])=[O:14])[CH:11]=[CH:12][C:7]=1[O:6][CH2:5][C:4]([OH:37])=[O:3].